From a dataset of Forward reaction prediction with 1.9M reactions from USPTO patents (1976-2016). Predict the product of the given reaction. (1) Given the reactants C[O:2][C:3]1[N:11]=[CH:10][C:9]2[NH:8][C:7]3[N:12]=[CH:13][C:14]([C:16]4[CH:21]=[CH:20][C:19]([CH2:22][N:23]5[CH2:28][CH2:27][CH2:26][CH2:25][CH2:24]5)=[CH:18][CH:17]=4)=[CH:15][C:6]=3[C:5]=2[CH:4]=1.Br, predict the reaction product. The product is: [O:2]=[C:3]1[NH:11][CH:10]=[C:9]2[C:5]([C:6]3[CH:15]=[C:14]([C:16]4[CH:17]=[CH:18][C:19]([CH2:22][N:23]5[CH2:24][CH2:25][CH2:26][CH2:27][CH2:28]5)=[CH:20][CH:21]=4)[CH:13]=[N:12][C:7]=3[NH:8]2)=[CH:4]1. (2) Given the reactants [Cl:1][C:2]1[CH:7]=[C:6]([Cl:8])[CH:5]=[CH:4][C:3]=1[C@H:9]1[C@H:14]([N+:15]([O-])=O)[CH2:13][C:12]([CH2:18][O:19][C:20]2[CH:21]=[C:22]([CH:27]=[CH:28][CH:29]=2)[C:23]([O:25][CH3:26])=[O:24])=[C:11]([C:30]2[CH:31]=[N:32][CH:33]=[CH:34][CH:35]=2)[CH2:10]1, predict the reaction product. The product is: [NH2:15][C@@H:14]1[CH2:13][C:12]([CH2:18][O:19][C:20]2[CH:21]=[C:22]([CH:27]=[CH:28][CH:29]=2)[C:23]([O:25][CH3:26])=[O:24])=[C:11]([C:30]2[CH:31]=[N:32][CH:33]=[CH:34][CH:35]=2)[CH2:10][C@H:9]1[C:3]1[CH:4]=[CH:5][C:6]([Cl:8])=[CH:7][C:2]=1[Cl:1]. (3) Given the reactants Cl.[NH2:2][C:3]1[N:8]=[CH:7][C:6]([OH:9])=[CH:5][CH:4]=1.[O:10]=[C:11]1[N:15]([C:16]2[CH:21]=[CH:20][CH:19]=[CH:18][CH:17]=2)[N:14]2[CH2:22][CH2:23][CH2:24][C:13]2=[C:12]1[C:25](O)=[O:26].C1C=NC2N(O)N=NC=2C=1.CCN=C=NCCCN(C)C, predict the reaction product. The product is: [OH:9][C:6]1[CH:5]=[CH:4][C:3]([NH:2][C:25]([C:12]2[C:11](=[O:10])[N:15]([C:16]3[CH:17]=[CH:18][CH:19]=[CH:20][CH:21]=3)[N:14]3[CH2:22][CH2:23][CH2:24][C:13]=23)=[O:26])=[N:8][CH:7]=1. (4) The product is: [CH2:1]([O:3][C:4]([C:6]1[O:10][N:9]=[C:8]([C:11]2[CH:16]=[CH:15][C:14]([NH2:17])=[C:13]([F:20])[CH:12]=2)[CH:7]=1)=[O:5])[CH3:2]. Given the reactants [CH2:1]([O:3][C:4]([C:6]1[O:10][N:9]=[C:8]([C:11]2[CH:16]=[CH:15][C:14]([N+:17]([O-])=O)=[C:13]([F:20])[CH:12]=2)[CH:7]=1)=[O:5])[CH3:2].C(OC(C1ON=C(C2C=CC(N)=CC=2)C=1)=O)C, predict the reaction product. (5) Given the reactants Br[C:2]1[C:3]([N:17]2[C:21]([CH3:22])=[CH:20][C:19]([C:23]([F:26])([F:25])[F:24])=[N:18]2)=[N:4][C:5]([NH:8][C:9]2[CH:14]=[CH:13][C:12]([F:15])=[C:11]([Cl:16])[CH:10]=2)=[N:6][CH:7]=1.[N:27]1[CH:32]=[CH:31][C:30]([CH:33]([O:35][C:36]2[C:41]([C:42]([O:44][CH3:45])=[O:43])=[CH:40][C:39](B3OC(C)(C)C(C)(C)O3)=[CH:38][N:37]=2)[CH3:34])=[CH:29][CH:28]=1.COC(C1C=C(B(O)O)C=NC=1OC(C1C=CN=CC=1)C)=O.B(O)O.C(Cl)Cl.C(=O)([O-])[O-].[Na+].[Na+], predict the reaction product. The product is: [Cl:16][C:11]1[CH:10]=[C:9]([NH:8][C:5]2[N:4]=[C:3]([N:17]3[C:21]([CH3:22])=[CH:20][C:19]([C:23]([F:26])([F:25])[F:24])=[N:18]3)[C:2]([C:39]3[CH:40]=[C:41]([C:42]([O:44][CH3:45])=[O:43])[C:36]([O:35][CH:33]([C:30]4[CH:31]=[CH:32][N:27]=[CH:28][CH:29]=4)[CH3:34])=[N:37][CH:38]=3)=[CH:7][N:6]=2)[CH:14]=[CH:13][C:12]=1[F:15]. (6) Given the reactants [F:1][C:2]1[C:3]2[CH:4]=[C:5]3[C:14]4[N:15]=[C:16]([C:19]5[C:20]([N:40]([CH3:45])[S:41]([CH3:44])(=[O:43])=[O:42])=[CH:21][C:22]6[O:26][C:25]([C:27]7[CH:32]=[CH:31][N:30]=[C:29]([O:33]C)[CH:28]=7)=[C:24]([C:35]([NH:37][CH3:38])=[O:36])[C:23]=6[CH:39]=5)[CH:17]=[CH:18][C:13]=4[O:12][CH2:11][N:6]3[C:7]=2[CH:8]=[CH:9][CH:10]=1.Br.CC(O)=O, predict the reaction product. The product is: [F:1][C:2]1[C:3]2[CH:4]=[C:5]3[C:14]4[N:15]=[C:16]([C:19]5[C:20]([N:40]([CH3:45])[S:41]([CH3:44])(=[O:43])=[O:42])=[CH:21][C:22]6[O:26][C:25]([C:27]7[CH:32]=[CH:31][NH:30][C:29](=[O:33])[CH:28]=7)=[C:24]([C:35]([NH:37][CH3:38])=[O:36])[C:23]=6[CH:39]=5)[CH:17]=[CH:18][C:13]=4[O:12][CH2:11][N:6]3[C:7]=2[CH:8]=[CH:9][CH:10]=1. (7) Given the reactants [CH:1]1([NH:4][CH:5]([C:7]2[CH:12]=[CH:11][CH:10]=[CH:9][N:8]=2)[CH3:6])[CH2:3][CH2:2]1.[CH2:13]([C:15]1[C:20](=[O:21])[NH:19][C:18]([CH3:22])=[C:17]([C:23]2[S:27][C:26]([S:28](Cl)(=[O:30])=[O:29])=[CH:25][CH:24]=2)[CH:16]=1)[CH3:14], predict the reaction product. The product is: [CH:1]1([N:4]([CH:5]([C:7]2[CH:12]=[CH:11][CH:10]=[CH:9][N:8]=2)[CH3:6])[S:28]([C:26]2[S:27][C:23]([C:17]3[CH:16]=[C:15]([CH2:13][CH3:14])[C:20](=[O:21])[NH:19][C:18]=3[CH3:22])=[CH:24][CH:25]=2)(=[O:29])=[O:30])[CH2:3][CH2:2]1.